From a dataset of Catalyst prediction with 721,799 reactions and 888 catalyst types from USPTO. Predict which catalyst facilitates the given reaction. (1) Reactant: [NH2:1][C:2]1([C:15](=[O:56])[NH:16][CH2:17][CH2:18][CH2:19][N:20]2[C:28]3[C:23](=[CH:24][C:25]([CH2:29][N:30]4[CH2:35][CH2:34][N:33]([CH2:36][C:37]5[C:42]([Cl:43])=[CH:41][CH:40]=[CH:39][C:38]=5[Cl:44])[CH2:32][CH2:31]4)=[CH:26][CH:27]=3)[C:22]([C:45]3[CH:50]=[CH:49][C:48]([O:51][C:52]([F:55])([F:54])[F:53])=[CH:47][CH:46]=3)=[CH:21]2)[CH2:7][CH2:6][N:5](C(OC(C)(C)C)=O)[CH2:4][CH2:3]1. Product: [NH2:1][C:2]1([C:15]([NH:16][CH2:17][CH2:18][CH2:19][N:20]2[C:28]3[C:23](=[CH:24][C:25]([CH2:29][N:30]4[CH2:31][CH2:32][N:33]([CH2:36][C:37]5[C:38]([Cl:44])=[CH:39][CH:40]=[CH:41][C:42]=5[Cl:43])[CH2:34][CH2:35]4)=[CH:26][CH:27]=3)[C:22]([C:45]3[CH:46]=[CH:47][C:48]([O:51][C:52]([F:53])([F:55])[F:54])=[CH:49][CH:50]=3)=[CH:21]2)=[O:56])[CH2:3][CH2:4][NH:5][CH2:6][CH2:7]1. The catalyst class is: 393. (2) Reactant: [F:1][C:2]1[C:24]([N:25]2[CH2:31][CH2:30][CH2:29][N:28]([CH3:32])[CH2:27][CH2:26]2)=[CH:23][C:5]2[NH:6][C:7]([C:9]3[C:13]([N+:14]([O-])=O)=[CH:12][N:11]([CH:17]4[CH2:22][CH2:21][CH2:20][CH2:19][O:18]4)[N:10]=3)=[N:8][C:4]=2[CH:3]=1.[H][H]. Product: [F:1][C:2]1[C:24]([N:25]2[CH2:31][CH2:30][CH2:29][N:28]([CH3:32])[CH2:27][CH2:26]2)=[CH:23][C:5]2[NH:6][C:7]([C:9]3[C:13]([NH2:14])=[CH:12][N:11]([CH:17]4[CH2:22][CH2:21][CH2:20][CH2:19][O:18]4)[N:10]=3)=[N:8][C:4]=2[CH:3]=1. The catalyst class is: 19. (3) Reactant: C1C=CC(P(C2C=CC=CC=2)C2C=CC=CC=2)=CC=1.[F:20][C:21]([F:30])([F:29])[C:22]1[CH:23]=[CH:24][C:25]([OH:28])=[N:26][CH:27]=1.[CH:31]1[CH:36]=[CH:35][C:34]([CH2:37]OC(/N=N/C(O[CH2:37][C:34]2[CH:35]=[CH:36][CH:31]=[CH:32][CH:33]=2)=O)=O)=[CH:33][CH:32]=1.[Cl:53][C:54]1[CH:55]=[C:56]([CH:61]2[CH2:65][NH:64][CH2:63][CH:62]2[CH:66](O)[CH3:67])[CH:57]=[CH:58][C:59]=1[Cl:60]. Product: [CH2:37]([N:64]1[CH2:65][CH:61]([C:56]2[CH:57]=[CH:58][C:59]([Cl:60])=[C:54]([Cl:53])[CH:55]=2)[CH:62]([CH:66]([O:28][C:25]2[CH:24]=[CH:23][C:22]([C:21]([F:20])([F:29])[F:30])=[CH:27][N:26]=2)[CH3:67])[CH2:63]1)[C:34]1[CH:35]=[CH:36][CH:31]=[CH:32][CH:33]=1. The catalyst class is: 1. (4) Reactant: [CH3:1][C:2]1([CH2:6]O)[CH2:5][O:4][CH2:3]1.[OH-].[Na+].[C:10]1([CH3:20])[CH:15]=[CH:14][C:13]([S:16](Cl)(=[O:18])=[O:17])=[CH:12][CH:11]=1.O. Product: [CH3:1][C:2]1([CH2:6][S:16]([C:13]2[CH:14]=[CH:15][C:10]([CH3:20])=[CH:11][CH:12]=2)(=[O:18])=[O:17])[CH2:5][O:4][CH2:3]1. The catalyst class is: 2. (5) Reactant: Cl[CH2:2][CH2:3][CH2:4][O:5][C:6]1[CH:7]=[C:8]2[CH:14]=[C:13]([C:15]([N:17]3[CH2:22][CH2:21][C:20]([F:24])([F:23])[CH2:19][CH2:18]3)=[O:16])[NH:12][C:9]2=[N:10][CH:11]=1.[CH3:25][C@H:26]1[NH:30][C@H:29]([CH3:31])[CH2:28][CH2:27]1.C(=O)([O-])[O-].[K+].[K+]. Product: [F:23][C:20]1([F:24])[CH2:21][CH2:22][N:17]([C:15]([C:13]2[NH:12][C:9]3=[N:10][CH:11]=[C:6]([O:5][CH2:4][CH2:3][CH2:2][N:30]4[C@H:26]([CH3:25])[CH2:27][CH2:28][C@H:29]4[CH3:31])[CH:7]=[C:8]3[CH:14]=2)=[O:16])[CH2:18][CH2:19]1. The catalyst class is: 10.